From a dataset of Acute oral toxicity (LD50) regression data from Zhu et al.. Regression/Classification. Given a drug SMILES string, predict its toxicity properties. Task type varies by dataset: regression for continuous values (e.g., LD50, hERG inhibition percentage) or binary classification for toxic/non-toxic outcomes (e.g., AMES mutagenicity, cardiotoxicity, hepatotoxicity). Dataset: ld50_zhu. (1) The compound is COP(N)(=S)OC. The rat oral LD50 is 2.54, given as -log10 of the dose in mol/kg body weight (higher means more acutely toxic). (2) The drug is OCC1OC2OC3C(CO)OC(OC4C(CO)OC(OC5C(CO)OC(OC6C(CO)OC(OC7C(CO)OC(OC8C(CO)OC(OC1C(O)C2O)C(O)C8O)C(O)C7O)C(O)C6O)C(O)C5O)C(O)C4O)C(O)C3O. The rat oral LD50 is 1.78, given as -log10 of the dose in mol/kg body weight (higher means more acutely toxic). (3) The molecule is O=C(O)Cc1ccc2c(c1)OCc1ccccc1C2=O. The rat oral LD50 is 3.39, given as -log10 of the dose in mol/kg body weight (higher means more acutely toxic). (4) The molecule is CCC(=O)c1ccc(N)cc1. The rat oral LD50 is 2.93, given as -log10 of the dose in mol/kg body weight (higher means more acutely toxic). (5) The compound is Cc1nn(C)c(=O)c2noc(C)c12. The rat oral LD50 is 2.25, given as -log10 of the dose in mol/kg body weight (higher means more acutely toxic). (6) The compound is N#CSCSc1nc2ccccc2s1. The rat oral LD50 is 2.54, given as -log10 of the dose in mol/kg body weight (higher means more acutely toxic).